From a dataset of Full USPTO retrosynthesis dataset with 1.9M reactions from patents (1976-2016). Predict the reactants needed to synthesize the given product. (1) Given the product [NH2:10][C:24]1[N:23]=[C:18]2[C:17]([OH:16])=[CH:22][CH:21]=[CH:20][N:19]2[N:26]=1, predict the reactants needed to synthesize it. The reactants are: C(O)C.Cl.NO.C([N:10](C(C)C)CC)(C)C.[OH:16][C:17]1[C:18]([NH:23][C:24]([NH:26]C(OCC)=O)=S)=[N:19][CH:20]=[CH:21][CH:22]=1. (2) Given the product [F:23][C:24]1[CH:30]=[CH:29][C:27]([NH:28][C:2]2[CH:7]=[CH:6][N:5]3[N:8]=[CH:9][C:10]([C:11]4[CH:16]=[C:15]([O:17][CH3:18])[C:14]([O:19][CH3:20])=[C:13]([O:21][CH3:22])[CH:12]=4)=[C:4]3[N:3]=2)=[CH:26][CH:25]=1, predict the reactants needed to synthesize it. The reactants are: Cl[C:2]1[CH:7]=[CH:6][N:5]2[N:8]=[CH:9][C:10]([C:11]3[CH:16]=[C:15]([O:17][CH3:18])[C:14]([O:19][CH3:20])=[C:13]([O:21][CH3:22])[CH:12]=3)=[C:4]2[N:3]=1.[F:23][C:24]1[CH:30]=[CH:29][C:27]([NH2:28])=[CH:26][CH:25]=1.CCN(C(C)C)C(C)C.